Dataset: Forward reaction prediction with 1.9M reactions from USPTO patents (1976-2016). Task: Predict the product of the given reaction. (1) Given the reactants [O-:1][CH2:2][CH3:3].[Na+].Br[CH:6]([CH3:21])[CH2:7][CH2:8][CH2:9][CH2:10][CH2:11][CH2:12][CH2:13][CH2:14][CH2:15][C:16]([O:18]CC)=[O:17].Cl, predict the reaction product. The product is: [O:1]=[C:2]([CH2:21][CH2:6][CH2:7][CH2:8][CH2:9][CH2:10][CH2:11][CH2:12][CH2:13][CH2:14][CH2:15][C:16]([OH:18])=[O:17])[CH2:3][CH2:6][CH2:7][CH2:8][CH2:9][CH2:10][CH2:11][CH2:12][CH2:13][CH2:14][CH2:15][C:16]([OH:18])=[O:17]. (2) Given the reactants [NH2:1][C:2]1[CH:3]=[C:4]2[C:9](=[CH:10][CH:11]=1)[N:8]=[CH:7][C:6]([C:12]#[N:13])=[C:5]2[NH:14][CH:15]1[CH2:21][CH2:20][CH2:19][CH2:18][CH2:17][CH2:16]1.[CH3:22][S:23]([C:26]1[CH:27]=[C:28]([CH:31]=[CH:32][CH:33]=1)[CH:29]=O)(=[O:25])=[O:24].[BH3-]C#N.[Na+], predict the reaction product. The product is: [CH:15]1([NH:14][C:5]2[C:4]3[C:9](=[CH:10][CH:11]=[C:2]([NH:1][CH2:29][C:28]4[CH:31]=[CH:32][CH:33]=[C:26]([S:23]([CH3:22])(=[O:25])=[O:24])[CH:27]=4)[CH:3]=3)[N:8]=[CH:7][C:6]=2[C:12]#[N:13])[CH2:16][CH2:17][CH2:18][CH2:19][CH2:20][CH2:21]1. (3) Given the reactants Br[C:2]1[CH:3]=[CH:4][C:5]2[CH:16]=[CH:15][C:9]3=[N:10][CH:11]=[C:12]([Cl:14])[CH:13]=[C:8]3[C:7](=[O:17])[C:6]=2[CH:18]=1.FC(F)(F)C([O-])=O.[O:26]1[CH2:31][CH2:30][O:29][CH2:28][C@H:27]1[CH2:32][N:33]([CH3:38])[S:34]([NH3+:37])(=[O:36])=[O:35].CC1(C)C2C=CC=C(P(C3C=CC=CC=3)C3C=CC=CC=3)C=2OC2C1=CC=CC=2P(C1C=CC=CC=1)C1C=CC=CC=1.C(=O)([O-])[O-].[Cs+].[Cs+], predict the reaction product. The product is: [Cl:14][C:12]1[CH:13]=[C:8]2[C:7](=[O:17])[C:6]3[CH:18]=[C:2]([NH:37][S:34]([N:33]([CH2:32][C@@H:27]4[CH2:28][O:29][CH2:30][CH2:31][O:26]4)[CH3:38])(=[O:35])=[O:36])[CH:3]=[CH:4][C:5]=3[CH:16]=[CH:15][C:9]2=[N:10][CH:11]=1.